Dataset: Full USPTO retrosynthesis dataset with 1.9M reactions from patents (1976-2016). Task: Predict the reactants needed to synthesize the given product. (1) Given the product [CH3:21][O:20][C:19]1[CH:18]=[C:17]2[C:13]([CH:14]=[N:15][NH:16]2)=[CH:12][C:11]=1[NH:10][C:9]1[C:4]2[CH:3]=[C:2]([S:24]([CH3:23])(=[O:26])=[O:25])[NH:22][C:5]=2[N:6]=[CH:7][N:8]=1, predict the reactants needed to synthesize it. The reactants are: Br[C:2]1[NH:22][C:5]2[N:6]=[CH:7][N:8]=[C:9]([NH:10][C:11]3[CH:12]=[C:13]4[C:17](=[CH:18][C:19]=3[O:20][CH3:21])[NH:16][N:15]=[CH:14]4)[C:4]=2[CH:3]=1.[CH3:23][S:24]([O-:26])=[O:25].[Na+].CN(C)CCN. (2) Given the product [CH3:29][O:30][C:2]1[N:3]([CH3:28])[CH:4]=[C:5]([C:7]([N:9]([CH:22]2[CH2:27][CH2:26][O:25][CH2:24][CH2:23]2)[CH2:10][C:11]2[CH:16]=[CH:15][CH:14]=[C:13]([O:17][C:18]([F:21])([F:20])[F:19])[CH:12]=2)=[O:8])[N:6]=1, predict the reactants needed to synthesize it. The reactants are: Br[C:2]1[N:3]([CH3:28])[CH:4]=[C:5]([C:7]([N:9]([CH:22]2[CH2:27][CH2:26][O:25][CH2:24][CH2:23]2)[CH2:10][C:11]2[CH:16]=[CH:15][CH:14]=[C:13]([O:17][C:18]([F:21])([F:20])[F:19])[CH:12]=2)=[O:8])[N:6]=1.[CH3:29][O-:30].[Na+]. (3) Given the product [Br:1][C:2]1[CH:7]=[CH:6][C:5]([C:8]([OH:10])([CH3:11])[CH3:9])=[CH:4][CH:3]=1, predict the reactants needed to synthesize it. The reactants are: [Br:1][C:2]1[CH:7]=[CH:6][C:5]([C:8](=[O:10])[CH3:9])=[CH:4][CH:3]=1.[CH3:11][Mg]Br. (4) Given the product [CH3:24][O:25][C:26](=[O:32])[C@H:27]([CH:29]([CH3:31])[CH3:30])[NH:28][C:20](=[O:21])[CH2:19][O:18][C:9]1[C:10]2[C:15](=[CH:14][CH:13]=[CH:12][CH:11]=2)[CH:16]=[CH:17][C:8]=1[C:1]([O:3][C:4]([CH3:5])([CH3:7])[CH3:6])=[O:2], predict the reactants needed to synthesize it. The reactants are: [C:1]([C:8]1[CH:17]=[CH:16][C:15]2[C:10](=[CH:11][CH:12]=[CH:13][CH:14]=2)[C:9]=1[O:18][CH2:19][C:20](O)=[O:21])([O:3][C:4]([CH3:7])([CH3:6])[CH3:5])=[O:2].Cl.[CH3:24][O:25][C:26](=[O:32])[C@H:27]([CH:29]([CH3:31])[CH3:30])[NH2:28].N1(OC(N(C)C)=[N+](C)C)C2N=CC=CC=2N=N1.C(N(C(C)C)CC)(C)C. (5) Given the product [NH2:1][C@@H:4]1[CH2:13][C@@H:12]2[C@:7]([CH3:16])([CH2:8][CH2:9][CH2:10][C:11]2([CH3:14])[CH3:15])[C@@H:6]([CH2:17][S:18][C:19]2[CH:20]=[C:21]([O:27][CH3:28])[CH:22]=[C:23]([O:25][CH3:26])[CH:24]=2)[C@@:5]1([CH3:30])[OH:29], predict the reactants needed to synthesize it. The reactants are: [N:1]([C@@H:4]1[CH2:13][C@@H:12]2[C@:7]([CH3:16])([CH2:8][CH2:9][CH2:10][C:11]2([CH3:15])[CH3:14])[C@@H:6]([CH2:17][S:18][C:19]2[CH:24]=[C:23]([O:25][CH3:26])[CH:22]=[C:21]([O:27][CH3:28])[CH:20]=2)[C@@:5]1([CH3:30])[OH:29])=[N+]=[N-].[H-].[Al+3].[Li+].[H-].[H-].[H-].O.[OH-].[Na+]. (6) Given the product [CH2:18]([O:19][CH2:20][CH2:21][O:22][CH2:23][CH2:24][N:1]1[CH2:5][CH2:4][CH:3]([N:6]2[C:10]3[CH:11]=[CH:12][CH:13]=[CH:14][C:9]=3[NH:8][C:7]2=[O:15])[CH2:2]1)[CH3:17], predict the reactants needed to synthesize it. The reactants are: [NH:1]1[CH2:5][CH2:4][CH:3]([N:6]2[C:10]3[CH:11]=[CH:12][CH:13]=[CH:14][C:9]=3[NH:8][C:7]2=[O:15])[CH2:2]1.Br[CH2:17][CH2:18][O:19][CH2:20][CH2:21][O:22][CH2:23][CH3:24]. (7) Given the product [CH:1](=[C:8]1[C:17]2[C:12](=[CH:13][CH:14]=[C:15]([O:18][CH3:19])[CH:16]=2)[O:11][CH2:10][CH:9]1[NH:20][C:21](=[O:25])[O:22][CH2:23][CH3:24])[C:2]1[CH:3]=[CH:4][CH:5]=[CH:6][CH:7]=1, predict the reactants needed to synthesize it. The reactants are: [CH2:1]([C:8]1(O)[C:17]2[C:12](=[CH:13][CH:14]=[C:15]([O:18][CH3:19])[CH:16]=2)[O:11][CH2:10][CH:9]1[NH:20][C:21](=[O:25])[O:22][CH2:23][CH3:24])[C:2]1[CH:7]=[CH:6][CH:5]=[CH:4][CH:3]=1.Cl.[OH-].[Na+].